From a dataset of hERG potassium channel inhibition data for cardiac toxicity prediction from Karim et al.. Regression/Classification. Given a drug SMILES string, predict its toxicity properties. Task type varies by dataset: regression for continuous values (e.g., LD50, hERG inhibition percentage) or binary classification for toxic/non-toxic outcomes (e.g., AMES mutagenicity, cardiotoxicity, hepatotoxicity). Dataset: herg_karim. (1) The molecule is CS(=O)(=O)N1Cc2ccc(/C=C/C(=O)NO)cc2C1. The result is 0 (non-blocker). (2) The molecule is O=C(Nc1ccccc1)NS(=O)(=O)c1ccc(OCCN2CCCC2)cc1. The result is 0 (non-blocker). (3) The molecule is CC1CCCN1CCc1ccc(-c2ccc(S(=O)(=O)N3CCCCC3)cc2)cc1. The result is 1 (blocker). (4) The molecule is O=C(CCC[N+]1CCC(O)(c2ccc(Cl)cc2)CC1)c1ccc(F)cc1. The result is 1 (blocker).